From a dataset of Full USPTO retrosynthesis dataset with 1.9M reactions from patents (1976-2016). Predict the reactants needed to synthesize the given product. (1) Given the product [Cl:11][C:4]1[CH:3]=[C:2]([C:58]2[CH:57]=[C:56]3[C:61](=[CH:60][CH:59]=2)[N:52]=[CH:53][CH:54]=[CH:55]3)[CH:10]=[CH:9][C:5]=1[C:6]([N:15]1[CH2:14][CH2:13][N:12]([C:18]([C:75]2([OH:74])[CH2:77][CH2:76]2)=[O:20])[CH2:17][CH2:16]1)=[O:8], predict the reactants needed to synthesize it. The reactants are: Br[C:2]1[CH:10]=[CH:9][C:5]([C:6]([OH:8])=O)=[C:4]([Cl:11])[CH:3]=1.[N:12]1([C:18]([O:20]C(C)(C)C)=O)[CH2:17][CH2:16][NH:15][CH2:14][CH2:13]1.F[P-](F)(F)(F)(F)F.N1(O[P+](N(C)C)(N(C)C)N(C)C)C2C=CC=CC=2N=N1.[N:52]1[C:61]2[C:56](=[CH:57][C:58](B(O)O)=[CH:59][CH:60]=2)[CH:55]=[CH:54][CH:53]=1.P([O-])([O-])([O-])=O.[K+].[K+].[K+].Cl.[OH:74][C:75]1(C(O)=O)[CH2:77][CH2:76]1. (2) The reactants are: [C:1]([O:4][C@@H:5]1[C@@H:10]([O:11][C:12](=[O:14])[CH3:13])[C@H:9]([O:15][C:16](=[O:18])[CH3:17])[C@@H:8]([CH2:19][O:20][C:21](=[O:23])[CH3:22])[O:7][C@H:6]1[O:24][C:25]1[C:29]([CH2:30][C:31]2[CH:36]=[CH:35][C:34]([O:37][CH2:38][CH2:39][N:40]=[N+]=[N-])=[CH:33][C:32]=2[CH3:43])=[C:28]([CH:44]([CH3:46])[CH3:45])[NH:27][N:26]=1)(=[O:3])[CH3:2]. Given the product [C:1]([O:4][C@@H:5]1[C@@H:10]([O:11][C:12](=[O:14])[CH3:13])[C@H:9]([O:15][C:16](=[O:18])[CH3:17])[C@@H:8]([CH2:19][O:20][C:21](=[O:23])[CH3:22])[O:7][C@H:6]1[O:24][C:25]1[C:29]([CH2:30][C:31]2[CH:36]=[CH:35][C:34]([O:37][CH2:38][CH2:39][NH2:40])=[CH:33][C:32]=2[CH3:43])=[C:28]([CH:44]([CH3:46])[CH3:45])[NH:27][N:26]=1)(=[O:3])[CH3:2], predict the reactants needed to synthesize it.